From a dataset of Peptide-MHC class I binding affinity with 185,985 pairs from IEDB/IMGT. Regression. Given a peptide amino acid sequence and an MHC pseudo amino acid sequence, predict their binding affinity value. This is MHC class I binding data. (1) The MHC is HLA-B08:01 with pseudo-sequence HLA-B08:01. The binding affinity (normalized) is 0.0847. The peptide sequence is WHQARFEEL. (2) The peptide sequence is KSLDNYQEW. The MHC is HLA-A02:16 with pseudo-sequence HLA-A02:16. The binding affinity (normalized) is 0.0847. (3) The peptide sequence is HKELAITAL. The MHC is HLA-A29:02 with pseudo-sequence HLA-A29:02. The binding affinity (normalized) is 0.0847. (4) The peptide sequence is QHSFMANRM. The MHC is HLA-B48:01 with pseudo-sequence HLA-B48:01. The binding affinity (normalized) is 0.0847. (5) The peptide sequence is FAVNPGLLET. The MHC is HLA-A03:01 with pseudo-sequence HLA-A03:01. The binding affinity (normalized) is 0. (6) The binding affinity (normalized) is 0. The peptide sequence is RMRGAHTNDV. The MHC is HLA-A29:02 with pseudo-sequence HLA-A29:02. (7) The peptide sequence is LLIHQGMHM. The MHC is HLA-B15:01 with pseudo-sequence HLA-B15:01. The binding affinity (normalized) is 0.720.